This data is from TCR-epitope binding with 47,182 pairs between 192 epitopes and 23,139 TCRs. The task is: Binary Classification. Given a T-cell receptor sequence (or CDR3 region) and an epitope sequence, predict whether binding occurs between them. (1) The epitope is HTDFSSEIIGY. The TCR CDR3 sequence is CASSLGTANTGELFF. Result: 0 (the TCR does not bind to the epitope). (2) The epitope is AVFDRKSDAK. The TCR CDR3 sequence is CASSLGGADEQFF. Result: 1 (the TCR binds to the epitope). (3) The epitope is GLNKIVRMY. The TCR CDR3 sequence is CASSFFAVRIDTQYF. Result: 0 (the TCR does not bind to the epitope). (4) The epitope is HPVGEADYFEY. The TCR CDR3 sequence is CASSPREMLYNEQFF. Result: 1 (the TCR binds to the epitope). (5) The epitope is YLKLTDNVYIK. The TCR CDR3 sequence is CASSLPLASGSAYNEQFF. Result: 1 (the TCR binds to the epitope). (6) The epitope is FSKQLQQSM. The TCR CDR3 sequence is CASSLVVGTEAFF. Result: 0 (the TCR does not bind to the epitope). (7) The epitope is LEPLVDLPI. The TCR CDR3 sequence is CASSSLSPIWGDTGELFF. Result: 1 (the TCR binds to the epitope). (8) The epitope is FLNRFTTTL. The TCR CDR3 sequence is CASSRTGGVDAFF. Result: 0 (the TCR does not bind to the epitope). (9) The epitope is KMQRMLLEK. Result: 0 (the TCR does not bind to the epitope). The TCR CDR3 sequence is CASSLSSGRIIVGNEQFF. (10) The epitope is HSKKKCDEL. The TCR CDR3 sequence is CASSLLTANTEAFF. Result: 0 (the TCR does not bind to the epitope).